The task is: Regression. Given two drug SMILES strings and cell line genomic features, predict the synergy score measuring deviation from expected non-interaction effect.. This data is from NCI-60 drug combinations with 297,098 pairs across 59 cell lines. (1) Synergy scores: CSS=32.5, Synergy_ZIP=-0.799, Synergy_Bliss=-0.753, Synergy_Loewe=-0.925, Synergy_HSA=1.14. Drug 1: C1=C(C(=O)NC(=O)N1)N(CCCl)CCCl. Cell line: U251. Drug 2: C(=O)(N)NO. (2) Drug 1: COC1=NC(=NC2=C1N=CN2C3C(C(C(O3)CO)O)O)N. Drug 2: C(CC(=O)O)C(=O)CN.Cl. Cell line: PC-3. Synergy scores: CSS=8.57, Synergy_ZIP=-3.01, Synergy_Bliss=-3.83, Synergy_Loewe=-6.58, Synergy_HSA=-4.83.